Dataset: Catalyst prediction with 721,799 reactions and 888 catalyst types from USPTO. Task: Predict which catalyst facilitates the given reaction. Reactant: CS(C)=O.C(Cl)(=O)C(Cl)=O.[C:11]([O:15][C:16]([N:18]1[CH2:22][CH2:21][C@@H:20]([O:23][Si:24]([C:27]([CH3:30])([CH3:29])[CH3:28])([CH3:26])[CH3:25])[C@H:19]1[CH2:31][OH:32])=[O:17])([CH3:14])([CH3:13])[CH3:12].C(N(CC)CC)C. Product: [C:11]([O:15][C:16]([N:18]1[CH2:22][CH2:21][C@@H:20]([O:23][Si:24]([C:27]([CH3:30])([CH3:29])[CH3:28])([CH3:26])[CH3:25])[C@H:19]1[CH:31]=[O:32])=[O:17])([CH3:14])([CH3:13])[CH3:12]. The catalyst class is: 2.